This data is from Full USPTO retrosynthesis dataset with 1.9M reactions from patents (1976-2016). The task is: Predict the reactants needed to synthesize the given product. (1) Given the product [F:19][C:20]1[CH:21]=[C:22]([C:2]2[C:10]3[N:9]4[CH2:11][CH2:12][CH2:13][NH:14][C:15](=[O:16])[C:8]4=[CH:7][C:6]=3[CH:5]=[C:4]([C:17]#[N:18])[CH:3]=2)[CH:23]=[C:24]([F:26])[CH:25]=1, predict the reactants needed to synthesize it. The reactants are: Br[C:2]1[C:10]2[N:9]3[CH2:11][CH2:12][CH2:13][NH:14][C:15](=[O:16])[C:8]3=[CH:7][C:6]=2[CH:5]=[C:4]([C:17]#[N:18])[CH:3]=1.[F:19][C:20]1[CH:21]=[C:22](B(O)O)[CH:23]=[C:24]([F:26])[CH:25]=1. (2) The reactants are: [CH2:1]([O:8][C:9](=[O:36])[NH:10][C:11]([C:13]1[CH:18]=[CH:17][C:16]([CH2:19][NH:20][C:21](=[O:35])[CH:22]([C:26]2[C:31]([F:32])=[CH:30][C:29]([OH:33])=[CH:28][C:27]=2[F:34])[O:23][CH2:24][CH3:25])=[CH:15][CH:14]=1)=[NH:12])[C:2]1[CH:7]=[CH:6][CH:5]=[CH:4][CH:3]=1.O[CH2:38][CH2:39][N:40]1[CH2:45][CH2:44][O:43][CH2:42][CH2:41]1.C1(P(C2C=CC=CC=2)C2C=CC=CC=2)C=CC=CC=1.N(C(OC(C)(C)C)=O)=NC(OC(C)(C)C)=O. Given the product [CH2:1]([O:8][C:9](=[O:36])[NH:10][C:11]([C:13]1[CH:18]=[CH:17][C:16]([CH2:19][NH:20][C:21](=[O:35])[CH:22]([C:26]2[C:31]([F:32])=[CH:30][C:29]([O:33][CH2:38][CH2:39][N:40]3[CH2:45][CH2:44][O:43][CH2:42][CH2:41]3)=[CH:28][C:27]=2[F:34])[O:23][CH2:24][CH3:25])=[CH:15][CH:14]=1)=[NH:12])[C:2]1[CH:3]=[CH:4][CH:5]=[CH:6][CH:7]=1, predict the reactants needed to synthesize it.